This data is from Forward reaction prediction with 1.9M reactions from USPTO patents (1976-2016). The task is: Predict the product of the given reaction. (1) The product is: [C:42]([O:48][CH2:49][O:9][C:8](=[O:10])[CH:7]([NH:6][C:4](=[O:5])[C:3]1[C:30]([Cl:34])=[CH:31][CH:32]=[CH:33][C:2]=1[Cl:1])[CH2:11][C:12]1[CH:13]=[C:14]2[C:19](=[CH:20][CH:21]=1)[N:18]=[C:17]([C:22]1[C:27]([Cl:28])=[CH:26][CH:25]=[CH:24][C:23]=1[Cl:29])[CH:16]=[CH:15]2)(=[O:47])[C:43]([CH3:46])([CH3:45])[CH3:44]. Given the reactants [Cl:1][C:2]1[CH:33]=[CH:32][CH:31]=[C:30]([Cl:34])[C:3]=1[C:4]([NH:6][CH:7]([CH2:11][C:12]1[CH:13]=[C:14]2[C:19](=[CH:20][CH:21]=1)[N:18]=[C:17]([C:22]1[C:27]([Cl:28])=[CH:26][CH:25]=[CH:24][C:23]=1[Cl:29])[CH:16]=[CH:15]2)[C:8]([OH:10])=[O:9])=[O:5].C(N(CC)CC)C.[C:42]([O:48][CH2:49]Cl)(=[O:47])[C:43]([CH3:46])([CH3:45])[CH3:44], predict the reaction product. (2) Given the reactants O[C:2]1[CH:7]=[CH:6][CH:5]=[CH:4][C:3]=1[C:8](=[O:20])[CH2:9][C:10]([C:12]1[CH:17]=[CH:16][CH:15]=[CH:14][C:13]=1[O:18][CH3:19])=[O:11], predict the reaction product. The product is: [CH3:19][O:18][C:13]1[CH:14]=[CH:15][CH:16]=[CH:17][C:12]=1[C:10]1[O:11][C:4]2[C:3]([C:8](=[O:20])[CH:9]=1)=[CH:2][CH:7]=[CH:6][CH:5]=2. (3) Given the reactants [CH3:1][C:2]1[C:3]([C:7]([OH:9])=O)=[N:4][O:5][N:6]=1.C(Cl)(=O)C(Cl)=O.[Cl:16][C:17]1[C:22]([O:23][CH3:24])=[CH:21][C:20]([Cl:25])=[CH:19][C:18]=1[C:26]1[C:27]([NH2:33])=[N:28][C:29]([NH2:32])=[CH:30][CH:31]=1.CCCCCCC, predict the reaction product. The product is: [NH2:33][C:27]1[N:28]=[C:29]([NH:32][C:7]([C:3]2[C:2]([CH3:1])=[N:6][O:5][N:4]=2)=[O:9])[CH:30]=[CH:31][C:26]=1[C:18]1[CH:19]=[C:20]([Cl:25])[CH:21]=[C:22]([O:23][CH3:24])[C:17]=1[Cl:16]. (4) The product is: [CH3:1][S:2][CH2:3][N:4]1[C:9](=[O:10])[N:8]2[CH:11]=[N:12][C:13]([C:14]([OH:15])=[O:18])=[C:7]2[N:6]=[N:5]1. Given the reactants [CH3:1][S:2][CH2:3][N:4]1[C:9](=[O:10])[N:8]2[CH:11]=[N:12][C:13]([C:14](N)=[O:15])=[C:7]2[N:6]=[N:5]1.N([O-])=[O:18].[Na+], predict the reaction product. (5) Given the reactants [NH2:1][C:2]1[CH:3]=[C:4]([CH:8]=[CH:9][C:10]=1[NH:11][CH2:12][CH2:13][CH2:14][NH:15][C:16]([O:18][C:19]([CH3:22])([CH3:21])[CH3:20])=[O:17])[C:5]([OH:7])=[O:6].[CH3:23][C:24](C)(C)C([O-])([O-])[O-], predict the reaction product. The product is: [C:19]([O:18][C:16]([NH:15][CH2:14][CH2:13][CH2:12][N:11]1[C:10]2[CH:9]=[CH:8][C:4]([C:5]([OH:7])=[O:6])=[CH:3][C:2]=2[N:1]=[C:23]1[CH3:24])=[O:17])([CH3:22])([CH3:21])[CH3:20].